From a dataset of Full USPTO retrosynthesis dataset with 1.9M reactions from patents (1976-2016). Predict the reactants needed to synthesize the given product. (1) Given the product [N+:1]([C:4]1[CH:5]=[N:6][N:7]([CH2:10][C:11]([O:13][CH3:14])=[O:12])[CH:8]=1)([O-:3])=[O:2], predict the reactants needed to synthesize it. The reactants are: [N+:1]([C:4]1[CH:5]=[N:6][NH:7][CH:8]=1)([O-:3])=[O:2].Br[CH2:10][C:11]([O:13][CH3:14])=[O:12].C(=O)([O-])[O-].[K+].[K+]. (2) Given the product [Cl:7][C:8]1[C:13]([C:14]([F:17])([F:15])[F:16])=[CH:12][N:11]=[C:10]2[NH:18][CH:19]=[C:20]([NH:21][C:4](=[O:5])[CH2:3][O:2][CH3:1])[C:9]=12, predict the reactants needed to synthesize it. The reactants are: [CH3:1][O:2][CH2:3][C:4](Cl)=[O:5].[Cl:7][C:8]1[C:13]([C:14]([F:17])([F:16])[F:15])=[CH:12][N:11]=[C:10]2[NH:18][CH:19]=[C:20]([NH2:21])[C:9]=12.[Li+].[OH-]. (3) The reactants are: FC(F)(F)C(O)=O.[CH2:8]([O:15][CH2:16][C@@H:17]([C:19]([NH:21][CH2:22][C:23]([O:25]C)=O)=[O:20])[NH2:18])[C:9]1[CH:14]=[CH:13][CH:12]=[CH:11][CH:10]=1. Given the product [CH2:8]([O:15][CH2:16][CH:17]1[NH:18][C:23](=[O:25])[CH2:22][NH:21][C:19]1=[O:20])[C:9]1[CH:14]=[CH:13][CH:12]=[CH:11][CH:10]=1, predict the reactants needed to synthesize it. (4) Given the product [F:1][C:2]1[CH:10]=[C:9]2[C:5]([C:6]([C:29]3[CH:30]=[CH:31][C:32]([NH:35][C:36](=[O:42])[O:37][C:38]([CH3:40])([CH3:39])[CH3:41])=[N:33][CH:34]=3)=[CH:7][N:8]2[S:11]([C:14]2[CH:19]=[CH:18][CH:17]=[CH:16][CH:15]=2)(=[O:13])=[O:12])=[CH:4][CH:3]=1, predict the reactants needed to synthesize it. The reactants are: [F:1][C:2]1[CH:10]=[C:9]2[C:5]([C:6](I)=[CH:7][N:8]2[S:11]([C:14]2[CH:19]=[CH:18][CH:17]=[CH:16][CH:15]=2)(=[O:13])=[O:12])=[CH:4][CH:3]=1.CC1(C)C(C)(C)OB([C:29]2[CH:30]=[CH:31][C:32]([NH:35][C:36](=[O:42])[O:37][C:38]([CH3:41])([CH3:40])[CH3:39])=[N:33][CH:34]=2)O1.[O-]P([O-])([O-])=O.[K+].[K+].[K+].C(Cl)Cl.